This data is from Reaction yield outcomes from USPTO patents with 853,638 reactions. The task is: Predict the reaction yield, written as a fraction of the theoretical maximum amount of product (1.0 means a 100% yield; for example, 0.34 means a 34% yield). (1) The reactants are [CH:1]([O:4][C:5]1([C:8]2[CH:13]=[CH:12][C:11]([C:14]#[C:15][C:16]3[CH:21]=[CH:20][C:19]([CH2:22][C:23]([O:25]C)=[O:24])=[CH:18][CH:17]=3)=[CH:10][CH:9]=2)[CH2:7][CH2:6]1)([CH3:3])[CH3:2].[OH-].[Na+]. The catalyst is C(O)C.O1CCCC1. The product is [CH:1]([O:4][C:5]1([C:8]2[CH:13]=[CH:12][C:11]([C:14]#[C:15][C:16]3[CH:21]=[CH:20][C:19]([CH2:22][C:23]([OH:25])=[O:24])=[CH:18][CH:17]=3)=[CH:10][CH:9]=2)[CH2:7][CH2:6]1)([CH3:3])[CH3:2]. The yield is 0.560. (2) The catalyst is CS(C)=O. The reactants are [Cl:1][C:2]1[C:8](Cl)=[CH:7][C:5]([NH2:6])=[C:4]([N+:10]([O-:12])=[O:11])[CH:3]=1.[Cl:13][C:14]1[CH:19]=[C:18]([Cl:20])[CH:17]=[CH:16][C:15]=1[OH:21].C(=O)([O-])[O-].[K+].[K+]. The product is [Cl:1][C:2]1[C:8]([O:21][C:15]2[CH:16]=[CH:17][C:18]([Cl:20])=[CH:19][C:14]=2[Cl:13])=[CH:7][C:5]([NH2:6])=[C:4]([N+:10]([O-:12])=[O:11])[CH:3]=1. The yield is 0.710. (3) The reactants are [O:1]1[CH2:6][CH2:5][N:4]([C:7]2[C:8]([O:13][CH:14]3[CH2:19][CH2:18][N:17](C(OC(C)(C)C)=O)[CH2:16][CH2:15]3)=[N:9][CH:10]=[CH:11][CH:12]=2)[CH2:3][CH2:2]1.[ClH:27]. The catalyst is CO. The product is [ClH:27].[NH:17]1[CH2:16][CH2:15][CH:14]([O:13][C:8]2[C:7]([N:4]3[CH2:3][CH2:2][O:1][CH2:6][CH2:5]3)=[CH:12][CH:11]=[CH:10][N:9]=2)[CH2:19][CH2:18]1. The yield is 0.950.